From a dataset of Reaction yield outcomes from USPTO patents with 853,638 reactions. Predict the reaction yield, written as a fraction of the theoretical maximum amount of product (1.0 means a 100% yield; for example, 0.34 means a 34% yield). The reactants are C([O:8][N:9]([CH2:12][CH:13]1[CH:17]([CH2:18][CH2:19][CH2:20][CH3:21])[CH2:16][N:15]([CH2:22][C:23]2[CH:28]=[CH:27][C:26]([OH:29])=[CH:25][CH:24]=2)[C:14]1=[O:30])[CH:10]=[O:11])C1C=CC=CC=1. The catalyst is CO.[Pd]. The product is [CH2:18]([CH:17]1[CH2:16][N:15]([CH2:22][C:23]2[CH:28]=[CH:27][C:26]([OH:29])=[CH:25][CH:24]=2)[C:14](=[O:30])[CH:13]1[CH2:12][N:9]([OH:8])[CH:10]=[O:11])[CH2:19][CH2:20][CH3:21]. The yield is 0.700.